From a dataset of hERG potassium channel inhibition data for cardiac toxicity prediction from Karim et al.. Regression/Classification. Given a drug SMILES string, predict its toxicity properties. Task type varies by dataset: regression for continuous values (e.g., LD50, hERG inhibition percentage) or binary classification for toxic/non-toxic outcomes (e.g., AMES mutagenicity, cardiotoxicity, hepatotoxicity). Dataset: herg_karim. (1) The compound is Cc1cc(C)nc(N2C[C@H]3CN(C(=O)c4cccc(F)c4-n4nccn4)C[C@H]3C2)n1. The result is 1 (blocker). (2) The molecule is CC1(C)C[C@@H](NC(=O)c2[nH]nc3c2CCC3)c2cc(-c3ccc(Cl)cc3)c(-c3ccc(Cl)cc3Cl)nc2O1. The result is 0 (non-blocker). (3) The molecule is Cc1nc2cc3c(cc2o1)CCN(CCCSc1nnc(-c2ccc(C(F)(F)F)cc2)n1C)CC3. The result is 1 (blocker).